From a dataset of TCR-epitope binding with 47,182 pairs between 192 epitopes and 23,139 TCRs. Binary Classification. Given a T-cell receptor sequence (or CDR3 region) and an epitope sequence, predict whether binding occurs between them. (1) The epitope is ARMILMTHF. The TCR CDR3 sequence is CATSEGVGDTQYF. Result: 0 (the TCR does not bind to the epitope). (2) The epitope is KAFSPEVIPMF. The TCR CDR3 sequence is CASSSTRTGDGQPQHF. Result: 0 (the TCR does not bind to the epitope). (3) The epitope is ILGLPTQTV. Result: 1 (the TCR binds to the epitope). The TCR CDR3 sequence is CASSLESGTSGGETQYF. (4) The epitope is ILHCANFNV. The TCR CDR3 sequence is CASSQGDSSYEQYF. Result: 0 (the TCR does not bind to the epitope).